Predict the reaction yield, written as a fraction of the theoretical maximum amount of product (1.0 means a 100% yield; for example, 0.34 means a 34% yield). From a dataset of Reaction yield outcomes from USPTO patents with 853,638 reactions. (1) The reactants are [N:1]([O-])=O.[Na+].[CH3:5][C:6]1[CH:15]=[CH:14][C:13]2[C:8](=[CH:9][CH:10]=[C:11]([NH2:16])[CH:12]=2)[N:7]=1.O.O.[Sn](Cl)Cl.[CH3:22][C:23]([CH3:30])([CH3:29])[C:24](=O)[CH2:25][C:26]#[N:27]. The catalyst is O.Cl.CCOCC.C(O)C. The product is [C:23]([C:24]1[CH:25]=[C:26]([NH2:27])[N:16]([C:11]2[CH:12]=[C:13]3[C:8](=[CH:9][CH:10]=2)[N:7]=[C:6]([CH3:5])[CH:15]=[CH:14]3)[N:1]=1)([CH3:30])([CH3:29])[CH3:22]. The yield is 0.240. (2) The reactants are C([O:3][C:4](=[O:28])[C:5]1[CH:10]=[CH:9][C:8]([CH:11]([NH:16][C:17]2[CH:18]=[N:19][C:20]3[C:25]([CH:26]=2)=[CH:24][CH:23]=[CH:22][C:21]=3[CH3:27])[CH2:12][CH:13]([CH3:15])[CH3:14])=[CH:7][CH:6]=1)C.[OH-].[Na+]. The catalyst is C1COCC1.CO. The product is [CH3:14][CH:13]([CH3:15])[CH2:12][CH:11]([C:8]1[CH:7]=[CH:6][C:5]([C:4]([OH:28])=[O:3])=[CH:10][CH:9]=1)[NH:16][C:17]1[CH:18]=[N:19][C:20]2[C:25]([CH:26]=1)=[CH:24][CH:23]=[CH:22][C:21]=2[CH3:27]. The yield is 0.790. (3) The reactants are [F:1][C:2]1[C:3]([NH:40]C(=O)C(F)(F)F)=[C:4]([CH:10]=[C:11]([C:13]2[CH:14]=[C:15]3[C:21]([C:22]4[CH:27]=[CH:26][CH:25]=[CH:24][C:23]=4[O:28][CH3:29])=[CH:20][N:19](S(C4C=CC(C)=CC=4)(=O)=O)[C:16]3=[N:17][CH:18]=2)[CH:12]=1)[C:5]([N:7]([CH3:9])[CH3:8])=[O:6].Br[CH2:48][C:49]([NH:51][CH:52]([CH3:54])[CH3:53])=[O:50].C(=O)([O-])[O-].[K+].[K+].[I-].[Na+]. The catalyst is CN(C)C=O. The product is [F:1][C:2]1[C:3]([NH:40][CH2:48][C:49](=[O:50])[NH:51][CH:52]([CH3:54])[CH3:53])=[C:4]([CH:10]=[C:11]([C:13]2[CH:14]=[C:15]3[C:21]([C:22]4[CH:27]=[CH:26][CH:25]=[CH:24][C:23]=4[O:28][CH3:29])=[CH:20][NH:19][C:16]3=[N:17][CH:18]=2)[CH:12]=1)[C:5]([N:7]([CH3:9])[CH3:8])=[O:6]. The yield is 0.430. (4) The catalyst is O1CCCC1.C(OCC)(=O)C.Cl[Pd](Cl)([P](C1C=CC=CC=1)(C1C=CC=CC=1)C1C=CC=CC=1)[P](C1C=CC=CC=1)(C1C=CC=CC=1)C1C=CC=CC=1.[Cu]I. The product is [CH2:1]([O:8][C:9]1[N:10]=[N:11][C:12]([C:52]#[C:51][Si:53]([CH3:56])([CH3:55])[CH3:54])=[CH:13][C:14]=1[O:15][CH2:16][C:17]1[CH:22]=[CH:21][CH:20]=[CH:19][CH:18]=1)[C:2]1[CH:7]=[CH:6][CH:5]=[CH:4][CH:3]=1. The yield is 0.700. The reactants are [CH2:1]([O:8][C:9]1[N:10]=[N:11][C:12](Cl)=[CH:13][C:14]=1[O:15][CH2:16][C:17]1[CH:22]=[CH:21][CH:20]=[CH:19][CH:18]=1)[C:2]1[CH:7]=[CH:6][CH:5]=[CH:4][CH:3]=1.C(OC1N=NC(C#CC(C)C)=CC=1OCC1C=CC=CC=1)C1C=CC=CC=1.[C:51]([Si:53]([CH3:56])([CH3:55])[CH3:54])#[CH:52].C1CCN2C(=NCCC2)CC1. (5) The reactants are [Cl:1][C:2]1[CH:3]=[C:4]([C:8]2([C:21]#N)[CH2:13][CH2:12][N:11]([C:14]([O:16][C:17]([CH3:20])([CH3:19])[CH3:18])=[O:15])[CH2:10][CH2:9]2)[CH:5]=[CH:6][CH:7]=1.Cl.[OH-:24].[Na+].CC(OC(OC(OC(C)(C)C)=O)=O)(C)C.[OH2:41]. The catalyst is O1CCOCC1. The product is [C:17]([O:16][C:14]([N:11]1[CH2:12][CH2:13][C:8]([C:4]2[CH:5]=[CH:6][CH:7]=[C:2]([Cl:1])[CH:3]=2)([C:21]([OH:41])=[O:24])[CH2:9][CH2:10]1)=[O:15])([CH3:20])([CH3:19])[CH3:18]. The yield is 0.756. (6) The reactants are [Li+].CCC[CH2-].C(NC(C)C)(C)C.[Cl:13][C:14]1[CH:19]=[CH:18][N:17]=[CH:16][C:15]=1[F:20].[C:21](=[O:23])=[O:22]. The catalyst is C1COCC1. The product is [Cl:13][C:14]1[C:19]([C:21]([OH:23])=[O:22])=[CH:18][N:17]=[CH:16][C:15]=1[F:20]. The yield is 0.640. (7) The reactants are [CH3:1][C:2]1[S:3][C:4]2[CH:10]=[CH:9][CH:8]=[CH:7][C:5]=2[N:6]=1.[Br:11][CH2:12][CH2:13][OH:14]. The catalyst is C(OCC)(=O)C. The product is [Br-:11].[OH:14][CH2:13][CH2:12][N+:6]1[C:5]2[CH:7]=[CH:8][CH:9]=[CH:10][C:4]=2[S:3][C:2]=1[CH3:1]. The yield is 0.390. (8) The yield is 0.720. The reactants are [Br:1][C:2]1[C:3]([C:12]2[O:13][CH:14]=[CH:15][CH:16]=2)=[N:4][N:5]2[C:10](Cl)=[CH:9][CH:8]=[CH:7][C:6]=12.[C:61]1(P([C:57]2[CH:62]=[CH:61][CH:60]=[CH:59]C=2)[C:61]2[CH:62]=[CH:57][C:57]3[C:59](=[CH:59][CH:60]=[CH:61][CH:62]=3)[C:60]=2[C:61]2[C:62]3[C:60](=[CH:61][CH:62]=[CH:57][CH:57]=3)[CH:59]=[CH:59][C:60]=2P([C:61]2[CH:62]=[CH:57]C=[CH:59][CH:60]=2)[C:61]2[CH:62]=[CH:57]C=[CH:59][CH:60]=2)[CH:62]=[CH:57]C=[CH:59][CH:60]=1.C(=O)([O-])[O-].[Cs+].[Cs+].C1([NH2:72])CC1.[Cl-].[NH4+]. The catalyst is C1(C)C=CC=CC=1.C([O-])(=O)C.[Pd+2].C([O-])(=O)C.CCOCC. The product is [Br:1][C:2]1[C:3]([C:12]2[O:13][CH:14]=[CH:15][CH:16]=2)=[N:4][N:5]2[C:10]([NH:72][CH:57]3[CH2:62][CH2:61][CH2:60][CH2:59]3)=[CH:9][CH:8]=[CH:7][C:6]=12.